From a dataset of Reaction yield outcomes from USPTO patents with 853,638 reactions. Predict the reaction yield, written as a fraction of the theoretical maximum amount of product (1.0 means a 100% yield; for example, 0.34 means a 34% yield). (1) The yield is 0.750. The reactants are CO.[F:3][C:4]1[CH:9]=[CH:8][C:7]([F:10])=[CH:6][C:5]=1[C@H:11]1[CH2:15][CH2:14][CH2:13][N:12]1[C:16]1[CH:21]=[CH:20][N:19]2[N:22]=[CH:23][C:24]([NH:25][C:26]([N:28]3[CH2:31][C:30]([OH:33])([CH3:32])[CH2:29]3)=[O:27])=[C:18]2[N:17]=1.[ClH:34]. The product is [ClH:34].[F:3][C:4]1[CH:9]=[CH:8][C:7]([F:10])=[CH:6][C:5]=1[C@H:11]1[CH2:15][CH2:14][CH2:13][N:12]1[C:16]1[CH:21]=[CH:20][N:19]2[N:22]=[CH:23][C:24]([NH:25][C:26]([N:28]3[CH2:31][C:30]([OH:33])([CH3:32])[CH2:29]3)=[O:27])=[C:18]2[N:17]=1. The catalyst is O1CCOCC1. (2) The reactants are C([N:8]1[C:12]2[N:13]=[C:14]([NH:28][C:29]3[CH:34]=[CH:33][C:32]([C:35]#[N:36])=[CH:31][CH:30]=3)[N:15]=[C:16]([O:17][C:18]3[C:25]([CH3:26])=[CH:24][C:21]([C:22]#[N:23])=[CH:20][C:19]=3[CH3:27])[C:11]=2[CH:10]=[CH:9]1)C1C=CC=CC=1.[Cl-].[Al+3].[Cl-].[Cl-]. The catalyst is ClC1C=CC=CC=1Cl. The product is [C:35]([C:32]1[CH:33]=[CH:34][C:29]([NH:28][C:14]2[N:15]=[C:16]([O:17][C:18]3[C:19]([CH3:27])=[CH:20][C:21]([C:22]#[N:23])=[CH:24][C:25]=3[CH3:26])[C:11]3[CH:10]=[CH:9][NH:8][C:12]=3[N:13]=2)=[CH:30][CH:31]=1)#[N:36]. The yield is 0.270. (3) The product is [CH:1]([C:4]1[CH:12]=[CH:11][C:10]2[N:9]([CH2:28][CH2:27][C:24]3[CH:23]=[N:22][C:21]([CH3:20])=[CH:26][CH:25]=3)[C:8]3[CH2:13][CH2:14][N:15]([CH3:17])[CH2:16][C:7]=3[C:6]=2[CH:5]=1)([CH3:3])[CH3:2]. The reactants are [CH:1]([C:4]1[CH:12]=[CH:11][C:10]2[NH:9][C:8]3[CH2:13][CH2:14][N:15]([CH3:17])[CH2:16][C:7]=3[C:6]=2[CH:5]=1)([CH3:3])[CH3:2].[OH-].[K+].[CH3:20][C:21]1[CH:26]=[CH:25][C:24]([CH:27]=[CH2:28])=[CH:23][N:22]=1. The catalyst is CN1CCCC1=O.O. The yield is 0.150. (4) The reactants are [I:1][C:2]1[CH:7]=[CH:6][C:5]([CH2:8][C:9]([OH:11])=[O:10])=[CH:4][CH:3]=1.Cl.[CH3:13]O. The catalyst is O1CCOCC1. The product is [I:1][C:2]1[CH:3]=[CH:4][C:5]([CH2:8][C:9]([O:11][CH3:13])=[O:10])=[CH:6][CH:7]=1. The yield is 0.980. (5) No catalyst specified. The product is [F:1][C:2]1[CH:7]=[CH:6][CH:5]=[C:4]([F:8])[C:3]=1[N:9]1[C:14]2[N:15]=[C:16]([NH:36][CH2:35][CH2:34][C:33]#[N:32])[N:17]=[C:18]([C:19]3[CH:24]=[CH:23][C:22]([F:25])=[CH:21][C:20]=3[CH3:26])[C:13]=2[CH:12]=[CH:11][C:10]1=[O:31]. The yield is 0.550. The reactants are [F:1][C:2]1[CH:7]=[CH:6][CH:5]=[C:4]([F:8])[C:3]=1[N:9]1[C:14]2[N:15]=[C:16](S(C)(=O)=O)[N:17]=[C:18]([C:19]3[CH:24]=[CH:23][C:22]([F:25])=[CH:21][C:20]=3[CH3:26])[C:13]=2[CH:12]=[CH:11][C:10]1=[O:31].[NH2:32][CH2:33][CH2:34][C:35]#[N:36].